Regression. Given a peptide amino acid sequence and an MHC pseudo amino acid sequence, predict their binding affinity value. This is MHC class II binding data. From a dataset of Peptide-MHC class II binding affinity with 134,281 pairs from IEDB. (1) The peptide sequence is GPAYSAHCIGITDRD. The MHC is HLA-DQA10501-DQB10402 with pseudo-sequence HLA-DQA10501-DQB10402. The binding affinity (normalized) is 0.518. (2) The peptide sequence is VNLYKSGLFQFFVFL. The MHC is DRB1_0101 with pseudo-sequence DRB1_0101. The binding affinity (normalized) is 0.411. (3) The peptide sequence is LKRMAVSGDDCVVRP. The MHC is HLA-DQA10201-DQB10301 with pseudo-sequence HLA-DQA10201-DQB10301. The binding affinity (normalized) is 0.398. (4) The peptide sequence is INRQILDNAAKYVEH. The MHC is DRB1_0405 with pseudo-sequence DRB1_0405. The binding affinity (normalized) is 0.105. (5) The peptide sequence is QMKDCTERQANFLGKIW. The MHC is HLA-DPA10301-DPB10402 with pseudo-sequence HLA-DPA10301-DPB10402. The binding affinity (normalized) is 0.329. (6) The peptide sequence is ALRWNLQMGHSVLPK. The MHC is HLA-DQA10102-DQB10602 with pseudo-sequence HLA-DQA10102-DQB10602. The binding affinity (normalized) is 0.417. (7) The peptide sequence is RPFFHPVGEADYFEYHQEGGPDGEPD. The MHC is DRB1_1501 with pseudo-sequence DRB1_1501. The binding affinity (normalized) is 0.